Dataset: Full USPTO retrosynthesis dataset with 1.9M reactions from patents (1976-2016). Task: Predict the reactants needed to synthesize the given product. (1) Given the product [NH2:1][C:2]1[CH:3]=[C:4]2[C:8](=[CH:9][C:10]=1[N+:11]([O-:13])=[O:12])[C:7](=[O:14])[N:6]([CH2:17][C@@H:18]([OH:21])[CH2:19][OH:20])[C:5]2=[O:15], predict the reactants needed to synthesize it. The reactants are: [NH2:1][C:2]1[CH:3]=[C:4]2[C:8](=[CH:9][C:10]=1[N+:11]([O-:13])=[O:12])[C:7](=[O:14])[NH:6][C:5]2=[O:15].N[CH2:17][C@@H:18]([OH:21])[CH2:19][OH:20].N1C=CN=C1. (2) Given the product [OH:33][CH2:32][C@H:31]([NH:30][C:13]1[CH:14]=[C:15]([N:17]([S:18]([CH3:21])(=[O:19])=[O:20])[CH2:22][O:23][CH2:24][CH2:25][Si:26]([CH3:28])([CH3:27])[CH3:29])[N:16]=[C:11]([S-:8])[N:12]=1)[CH3:34].[Na+:37], predict the reactants needed to synthesize it. The reactants are: C([S:8]([C:11]1[N:16]=[C:15]([N:17]([CH2:22][O:23][CH2:24][CH2:25][Si:26]([CH3:29])([CH3:28])[CH3:27])[S:18]([CH3:21])(=[O:20])=[O:19])[CH:14]=[C:13]([NH:30][C@H:31]([CH3:34])[CH2:32][OH:33])[N:12]=1)(=O)=O)C1C=CC=CC=1.O.[SH-].[Na+:37].[SH-].[Na+]. (3) Given the product [CH2:42]([O:41][CH:5]([CH2:6][C:7]1[CH:8]=[CH:9][C:10]([O:13][CH2:14][C:15]2[O:16][C:17]([C:30]3[CH:35]=[CH:34][C:33]([O:36][C:37]([F:40])([F:38])[F:39])=[CH:32][CH:31]=3)=[C:18]([C:20]3[CH:21]=[N:22][C:23]([O:26][CH:27]([CH3:29])[CH3:28])=[N:24][CH:25]=3)[N:19]=2)=[CH:11][CH:12]=1)[C:4]([OH:44])=[O:3])[CH3:43], predict the reactants needed to synthesize it. The reactants are: C([O:3][C:4](=[O:44])[CH:5]([O:41][CH2:42][CH3:43])[CH2:6][C:7]1[CH:12]=[CH:11][C:10]([O:13][CH2:14][C:15]2[O:16][C:17]([C:30]3[CH:35]=[CH:34][C:33]([O:36][C:37]([F:40])([F:39])[F:38])=[CH:32][CH:31]=3)=[C:18]([C:20]3[CH:21]=[N:22][C:23]([O:26][CH:27]([CH3:29])[CH3:28])=[N:24][CH:25]=3)[N:19]=2)=[CH:9][CH:8]=1)C.[Li+].[OH-].Cl. (4) Given the product [CH3:1][CH:2]([CH3:5])[CH2:3][CH2:4][O:10][CH2:9][CH2:8][CH:7]([CH3:11])[CH3:6], predict the reactants needed to synthesize it. The reactants are: [CH3:1][CH:2]([CH3:5])[CH:3]=[CH2:4].[CH3:6][CH:7]([CH3:11])[CH2:8][CH2:9][OH:10]. (5) The reactants are: [CH2:1]([O:3][C:4](=[O:38])[CH:5]([C:19]1[CH:24]=[CH:23][C:22]([O:25][C@H:26]2[CH2:30][CH2:29][N:28]([CH2:31][C:32]3[CH:37]=[CH:36][CH:35]=[CH:34][CH:33]=3)[CH2:27]2)=[CH:21][CH:20]=1)[CH2:6][C:7]1[CH:16]=[CH:15][C:14]2[C:9](=[CH:10][C:11]([C:17]#[N:18])=[CH:12][CH:13]=2)[CH:8]=1)[CH3:2].[O-]CC.[Na+]. Given the product [CH2:1]([O:3][C:4](=[O:38])[C@H:5]([C:19]1[CH:24]=[CH:23][C:22]([O:25][C@H:26]2[CH2:30][CH2:29][N:28]([CH2:31][C:32]3[CH:33]=[CH:34][CH:35]=[CH:36][CH:37]=3)[CH2:27]2)=[CH:21][CH:20]=1)[CH2:6][C:7]1[CH:16]=[CH:15][C:14]2[C:9](=[CH:10][C:11]([C:17]#[N:18])=[CH:12][CH:13]=2)[CH:8]=1)[CH3:2], predict the reactants needed to synthesize it. (6) Given the product [CH3:1][O:2][C:3]1[CH:4]=[CH:5][C:6]([N+:12]([O-:14])=[O:13])=[C:7]([CH:11]=1)[C:8]([NH:37][C:35]1[CH:34]=[CH:33][C:31]2[O:32][C:27]([F:40])([F:26])[C:28]([F:38])([F:39])[O:29][C:30]=2[CH:36]=1)=[O:10], predict the reactants needed to synthesize it. The reactants are: [CH3:1][O:2][C:3]1[CH:4]=[CH:5][C:6]([N+:12]([O-:14])=[O:13])=[C:7]([CH:11]=1)[C:8]([OH:10])=O.CN(C=O)C.C(Cl)(=O)C(Cl)=O.[F:26][C:27]1([F:40])[O:32][C:31]2[CH:33]=[CH:34][C:35]([NH2:37])=[CH:36][C:30]=2[O:29][C:28]1([F:39])[F:38]. (7) Given the product [CH2:1]([O:8][CH2:9][C@@H:10]([NH:14][CH2:15][C:40]([O:29][C:28]([CH3:27])([CH3:30])[CH3:33])=[O:39])[C:11]([OH:13])=[O:12])[C:2]1[CH:3]=[CH:4][CH:5]=[CH:6][CH:7]=1, predict the reactants needed to synthesize it. The reactants are: [CH2:1]([O:8][CH2:9][C@@H:10]([NH:14][C:15](OC(C)(C)C)=O)[C:11]([OH:13])=[O:12])[C:2]1[CH:7]=[CH:6][CH:5]=[CH:4][CH:3]=1.IC.[H-].[Na+].C(O)(=O)[CH2:27][C:28]([CH2:33]C(O)=O)([C:30](O)=O)[OH:29].[O:39]1CCC[CH2:40]1. (8) Given the product [C:1]([C:5]1[N:6]=[C:7]([N:16]2[CH2:20][CH2:19][C:18]([F:21])([F:22])[CH2:17]2)[C:8]2[N:13]=[N:12][N:11]([CH2:14][C:15]3[N:50]([CH3:46])[N:49]=[CH:48][N:47]=3)[C:9]=2[N:10]=1)([CH3:2])([CH3:3])[CH3:4], predict the reactants needed to synthesize it. The reactants are: [C:1]([C:5]1[N:6]=[C:7]([N:16]2[CH2:20][CH2:19][C:18]([F:22])([F:21])[CH2:17]2)[C:8]2[N:13]=[N:12][N:11]([CH2:14][CH3:15])[C:9]=2[N:10]=1)([CH3:4])([CH3:3])[CH3:2].C(C1N=C(N2CCC(F)(F)C2)C2N=NNC=2N=1)(C)(C)C.Cl.ClC[C:46]1[N:50](C)[N:49]=[CH:48][N:47]=1. (9) Given the product [Cl:10][C:11]1[C:16]([F:17])=[CH:15][CH:14]=[C:13]([O:18][CH3:19])[C:12]=1[C@H:20]([C:22]1[C:30]2[C:25](=[N:26][CH:27]=[C:28]([C:2]3[CH:3]=[N:4][N:5]([CH3:9])[C:6]=3[O:7][CH3:8])[CH:29]=2)[NH:24][CH:23]=1)[CH3:21], predict the reactants needed to synthesize it. The reactants are: Br[C:2]1[CH:3]=[N:4][N:5]([CH3:9])[C:6]=1[O:7][CH3:8].[Cl:10][C:11]1[C:16]([F:17])=[CH:15][CH:14]=[C:13]([O:18][CH3:19])[C:12]=1[C@H:20]([C:22]1[C:30]2[C:25](=[N:26][CH:27]=[C:28](B3OC(C)(C)C(C)(C)O3)[CH:29]=2)[NH:24][CH:23]=1)[CH3:21].C(=O)([O-])[O-].[K+].[K+].ClCCl.